Dataset: Peptide-MHC class I binding affinity with 185,985 pairs from IEDB/IMGT. Task: Regression. Given a peptide amino acid sequence and an MHC pseudo amino acid sequence, predict their binding affinity value. This is MHC class I binding data. (1) The peptide sequence is EEMLTACQGV. The MHC is H-2-Kk with pseudo-sequence H-2-Kk. The binding affinity (normalized) is 0.790. (2) The peptide sequence is CAVNTPVSM. The MHC is HLA-A02:06 with pseudo-sequence HLA-A02:06. The binding affinity (normalized) is 0.323. (3) The peptide sequence is QLRGEELSF. The MHC is HLA-A02:01 with pseudo-sequence HLA-A02:01. The binding affinity (normalized) is 0. (4) The peptide sequence is KAFNHASVK. The MHC is HLA-B08:01 with pseudo-sequence HLA-B08:01. The binding affinity (normalized) is 0.388. (5) The peptide sequence is GVYGGLCLA. The MHC is HLA-A02:12 with pseudo-sequence HLA-A02:12. The binding affinity (normalized) is 0.555. (6) The peptide sequence is FPAIFSAEV. The MHC is HLA-B35:01 with pseudo-sequence HLA-B35:01. The binding affinity (normalized) is 0.739. (7) The peptide sequence is FLSHNFTLV. The MHC is HLA-A02:06 with pseudo-sequence HLA-A02:06. The binding affinity (normalized) is 1.00.